Predict the reaction yield, written as a fraction of the theoretical maximum amount of product (1.0 means a 100% yield; for example, 0.34 means a 34% yield). From a dataset of Reaction yield outcomes from USPTO patents with 853,638 reactions. The reactants are [F:1][C:2]1[CH:23]=[C:22]([N+:24]([O-])=O)[CH:21]=[CH:20][C:3]=1[O:4][C:5]1[N:10]=[CH:9][N:8]=[C:7]([N:11]([CH3:19])[C:12](=[O:18])[O:13][C:14]([CH3:17])([CH3:16])[CH3:15])[CH:6]=1. The catalyst is O=[Pt]=O.CCO.CO. The product is [NH2:24][C:22]1[CH:21]=[CH:20][C:3]([O:4][C:5]2[N:10]=[CH:9][N:8]=[C:7]([N:11]([CH3:19])[C:12](=[O:18])[O:13][C:14]([CH3:17])([CH3:16])[CH3:15])[CH:6]=2)=[C:2]([F:1])[CH:23]=1. The yield is 0.750.